Dataset: Full USPTO retrosynthesis dataset with 1.9M reactions from patents (1976-2016). Task: Predict the reactants needed to synthesize the given product. (1) Given the product [CH3:1][O:2][C:3]([C:5]1[C:13]2[N:12]=[C:11]([S:14][C:17]3[CH:21]=[CH:22][CH:23]=[C:24]4[C:29]=3[NH:28][CH:27]=[CH:26][C:25]4=[O:30])[NH:10][C:9]=2[CH:8]=[CH:7][CH:6]=1)=[O:4], predict the reactants needed to synthesize it. The reactants are: [CH3:1][O:2][C:3]([C:5]1[C:13]2[N:12]=[C:11]([S:14]([CH3:17])(=O)=O)[NH:10][C:9]=2[CH:8]=[CH:7][CH:6]=1)=[O:4].[Na].SC1[CH:21]=[CH:22][CH:23]=[C:24]2[C:29]=1[NH:28][CH:27]=[CH:26][C:25]2=[O:30].C(O)(=O)C. (2) Given the product [C:1]([C:3]1[CH:4]=[CH:5][C:6]([CH2:9][CH2:10][CH:11]([CH:23]=[O:24])[CH2:12][C:13]2[CH:14]=[CH:15][C:16]([C:17]([O:19][CH3:20])=[O:18])=[CH:21][CH:22]=2)=[CH:7][CH:8]=1)#[N:2], predict the reactants needed to synthesize it. The reactants are: [C:1]([C:3]1[CH:8]=[CH:7][C:6]([CH2:9][CH2:10][CH:11]([CH2:23][OH:24])[CH2:12][C:13]2[CH:22]=[CH:21][C:16]([C:17]([O:19][CH3:20])=[O:18])=[CH:15][CH:14]=2)=[CH:5][CH:4]=1)#[N:2].[Cr](Cl)([O-])(=O)=O.[NH+]1C=CC=CC=1. (3) Given the product [C:1]([O:4][C@@H:5]1[C@@H:18]([O:19][C:20](=[O:22])[CH3:21])[C@H:17]([O:23][C:24](=[O:26])[CH3:25])[CH2:16][S:15][C@H:6]1[O:7][C:8]1[CH:13]=[CH:12][C:11]([C:30]2[CH:31]=[CH:32][N:27]=[CH:28][CH:29]=2)=[CH:10][CH:9]=1)(=[O:3])[CH3:2], predict the reactants needed to synthesize it. The reactants are: [C:1]([O:4][C@@H:5]1[C@@H:18]([O:19][C:20](=[O:22])[CH3:21])[C@H:17]([O:23][C:24](=[O:26])[CH3:25])[CH2:16][S:15][C@H:6]1[O:7][C:8]1[CH:13]=[CH:12][C:11](I)=[CH:10][CH:9]=1)(=[O:3])[CH3:2].[N:27]1[CH:32]=[CH:31][C:30](B(O)O)=[CH:29][CH:28]=1. (4) The reactants are: [Cl:1][C:2]1[CH:7]=[C:6]([Cl:8])[CH:5]=[CH:4][C:3]=1[C:9]1[N:10]=[C:11](/[C:16](/[F:31])=[CH:17]\[C:18]2[CH:23]=[CH:22][C:21]([C:24]3[CH:29]=[CH:28][C:27]([OH:30])=[CH:26][CH:25]=3)=[CH:20][CH:19]=2)[N:12]([CH2:14][CH3:15])[CH:13]=1.Br[CH2:33][CH2:34][CH2:35][C:36]([O:38]C)=[O:37]. Given the product [Cl:1][C:2]1[CH:7]=[C:6]([Cl:8])[CH:5]=[CH:4][C:3]=1[C:9]1[N:10]=[C:11](/[C:16](/[F:31])=[CH:17]\[C:18]2[CH:23]=[CH:22][C:21]([C:24]3[CH:25]=[CH:26][C:27]([O:30][CH2:33][CH2:34][CH2:35][C:36]([OH:38])=[O:37])=[CH:28][CH:29]=3)=[CH:20][CH:19]=2)[N:12]([CH2:14][CH3:15])[CH:13]=1, predict the reactants needed to synthesize it.